From a dataset of Reaction yield outcomes from USPTO patents with 853,638 reactions. Predict the reaction yield, written as a fraction of the theoretical maximum amount of product (1.0 means a 100% yield; for example, 0.34 means a 34% yield). (1) The reactants are [NH2:1][CH2:2][CH2:3][C:4]1([OH:17])[CH2:9][CH2:8][N:7]([CH2:10][C:11]2[CH:16]=[CH:15][CH:14]=[CH:13][CH:12]=2)[CH2:6][CH2:5]1.[CH3:18][C:19]([O:22][C:23](O[C:23]([O:22][C:19]([CH3:21])([CH3:20])[CH3:18])=[O:24])=[O:24])([CH3:21])[CH3:20]. The catalyst is C1COCC1.CC#N. The product is [OH:17][C:4]1([CH2:3][CH2:2][NH:1][C:23](=[O:24])[O:22][C:19]([CH3:21])([CH3:20])[CH3:18])[CH2:5][CH2:6][N:7]([CH2:10][C:11]2[CH:16]=[CH:15][CH:14]=[CH:13][CH:12]=2)[CH2:8][CH2:9]1. The yield is 0.830. (2) The reactants are C1C2C(COC(=O)[NH:17][C:18]3[CH:23]=[CH:22][C:21]([S:24][C:25]4[CH:30]=[CH:29][C:28]([C:31](=[O:40])[NH:32][C:33]5[CH:34]=[N:35][CH:36]=[C:37]([Br:39])[CH:38]=5)=[CH:27][C:26]=4[NH:41][C:42]4[C:43]5[CH:51]=[CH:50][C:49]([CH:52]([CH3:54])[CH3:53])=[N:48][C:44]=5[N:45]=[CH:46][N:47]=4)=[CH:20][CH:19]=3)C3C(=CC=CC=3)C=2C=CC=1.O.[OH-].[Li+].Cl. The catalyst is O1CCOCC1.O.C(OCC)(=O)C. The product is [NH2:17][C:18]1[CH:23]=[CH:22][C:21]([S:24][C:25]2[CH:30]=[CH:29][C:28]([C:31]([NH:32][C:33]3[CH:34]=[N:35][CH:36]=[C:37]([Br:39])[CH:38]=3)=[O:40])=[CH:27][C:26]=2[NH:41][C:42]2[C:43]3[CH:51]=[CH:50][C:49]([CH:52]([CH3:54])[CH3:53])=[N:48][C:44]=3[N:45]=[CH:46][N:47]=2)=[CH:20][CH:19]=1. The yield is 0.0200.